From a dataset of Catalyst prediction with 721,799 reactions and 888 catalyst types from USPTO. Predict which catalyst facilitates the given reaction. (1) Reactant: [F:1][C:2]1[CH:7]=[C:6]([C:8]2[C:9]([C:17](=[O:19])[CH3:18])=[N:10][N:11]3[CH:16]=[CH:15][CH:14]=[CH:13][C:12]=23)[CH:5]=[CH:4][N:3]=1.[Br:20]Br.C(OCC)(=O)C. Product: [Br:20][CH2:18][C:17]([C:9]1[C:8]([C:6]2[CH:5]=[CH:4][N:3]=[C:2]([F:1])[CH:7]=2)=[C:12]2[CH:13]=[CH:14][CH:15]=[CH:16][N:11]2[N:10]=1)=[O:19]. The catalyst class is: 15. (2) Reactant: [NH:1]1[C:9]2[C:4](=[CH:5][CH:6]=[CH:7][C:8]=2[N:10]([CH3:15])[S:11]([CH3:14])(=[O:13])=[O:12])[CH:3]=[CH:2]1.[F:16][C:17]1[CH:22]=[CH:21][C:20]([C:23](O)([CH2:26][CH3:27])[CH2:24][CH3:25])=[CH:19][CH:18]=1.FC(F)(F)C(O)=O.C(=O)(O)[O-].[Na+]. Product: [CH2:24]([C:23]([C:3]1[C:4]2[C:9](=[C:8]([N:10]([CH3:15])[S:11]([CH3:14])(=[O:12])=[O:13])[CH:7]=[CH:6][CH:5]=2)[NH:1][CH:2]=1)([C:20]1[CH:19]=[CH:18][C:17]([F:16])=[CH:22][CH:21]=1)[CH2:26][CH3:27])[CH3:25]. The catalyst class is: 96. (3) Reactant: [CH3:1][O:2][NH:3][CH:4]([CH3:16])[CH2:5][CH2:6][C:7]1[C:12]([Cl:13])=[CH:11][C:10]([Cl:14])=[CH:9][C:8]=1[Cl:15].C(N(CC)CC)C.[F:24][CH:25]([F:35])[C:26]1[C:30]([C:31](Cl)=[O:32])=[CH:29][N:28]([CH3:34])[N:27]=1. Product: [CH3:1][O:2][N:3]([CH:4]([CH3:16])[CH2:5][CH2:6][C:7]1[C:8]([Cl:15])=[CH:9][C:10]([Cl:14])=[CH:11][C:12]=1[Cl:13])[C:31]([C:30]1[C:26]([CH:25]([F:35])[F:24])=[N:27][N:28]([CH3:34])[CH:29]=1)=[O:32]. The catalyst class is: 46. (4) Reactant: [C:1]([C:3]1[CH:4]=[C:5]([N:19]2[C:23]3=[N:24][CH:25]=[CH:26][CH:27]=[C:22]3[C:21]([C:28]([O:30]C)=O)=[N:20]2)[CH:6]=[C:7]([C:9]#[C:10][C@:11]2([OH:18])[CH2:15][CH2:14][N:13]([CH3:16])[C:12]2=[O:17])[CH:8]=1)#[N:2].[NH3:32]. Product: [C:1]([C:3]1[CH:4]=[C:5]([N:19]2[C:23]3=[N:24][CH:25]=[CH:26][CH:27]=[C:22]3[C:21]([C:28]([NH2:32])=[O:30])=[N:20]2)[CH:6]=[C:7]([C:9]#[C:10][C@:11]2([OH:18])[CH2:15][CH2:14][N:13]([CH3:16])[C:12]2=[O:17])[CH:8]=1)#[N:2]. The catalyst class is: 5.